This data is from Full USPTO retrosynthesis dataset with 1.9M reactions from patents (1976-2016). The task is: Predict the reactants needed to synthesize the given product. Given the product [Br:1][C:2]1[CH:7]=[CH:6][N:5]=[C:4]2[N:8]([S:14]([C:17]3[CH:22]=[CH:21][CH:20]=[CH:19][CH:18]=3)(=[O:16])=[O:15])[C:9]([CH:11]([OH:13])[CH3:12])=[CH:10][C:3]=12, predict the reactants needed to synthesize it. The reactants are: [Br:1][C:2]1[CH:7]=[CH:6][N:5]=[C:4]2[N:8]([S:14]([C:17]3[CH:22]=[CH:21][CH:20]=[CH:19][CH:18]=3)(=[O:16])=[O:15])[C:9]([C:11](=[O:13])[CH3:12])=[CH:10][C:3]=12.[BH4-].[Na+].